This data is from Full USPTO retrosynthesis dataset with 1.9M reactions from patents (1976-2016). The task is: Predict the reactants needed to synthesize the given product. (1) Given the product [CH2:1]([C@@:4]1([CH3:35])[CH2:9][C@H:8]([C:10]2[CH:15]=[CH:14][CH:13]=[C:12]([Cl:16])[CH:11]=2)[C@@H:7]([C:17]2[CH:18]=[CH:19][C:20]([Cl:23])=[CH:21][CH:22]=2)[N:6]([C@H:24]([CH:27]2[CH2:28][CH2:29][CH2:30][CH2:31][O:33]2)[CH2:25][CH3:26])[C:5]1=[O:34])[CH:2]=[CH2:3], predict the reactants needed to synthesize it. The reactants are: [CH2:1]([C@@:4]1([CH3:35])[CH2:9][C@H:8]([C:10]2[CH:15]=[CH:14][CH:13]=[C:12]([Cl:16])[CH:11]=2)[C@@H:7]([C:17]2[CH:22]=[CH:21][C:20]([Cl:23])=[CH:19][CH:18]=2)[N:6]([C@H:24]([CH:27]([OH:33])[CH2:28][CH2:29][CH2:30][CH2:31]O)[CH2:25][CH3:26])[C:5]1=[O:34])[CH:2]=[CH2:3].C1(P(C2C=CC=CC=2)C2C=CC=CC=2)C=CC=CC=1.N(/C(OCC)=O)=N\C(OCC)=O. (2) Given the product [Cl:31][C:5]1[C:6]([C:8]2[C:9](=[O:30])[N:10]([CH2:28][CH3:29])[C:11]3[C:16]([CH:17]=2)=[CH:15][N:14]=[C:13]([NH:18][CH2:19][CH2:20][CH2:21][N:22]2[CH2:23][CH2:24][O:25][CH2:26][CH2:27]2)[CH:12]=3)=[CH:7][C:2]([NH:1][C:40]([NH:39][C:33]2[CH:38]=[CH:37][CH:36]=[CH:35][CH:34]=2)=[O:41])=[C:3]([F:32])[CH:4]=1, predict the reactants needed to synthesize it. The reactants are: [NH2:1][C:2]1[C:3]([F:32])=[CH:4][C:5]([Cl:31])=[C:6]([C:8]2[C:9](=[O:30])[N:10]([CH2:28][CH3:29])[C:11]3[C:16]([CH:17]=2)=[CH:15][N:14]=[C:13]([NH:18][CH2:19][CH2:20][CH2:21][N:22]2[CH2:27][CH2:26][O:25][CH2:24][CH2:23]2)[CH:12]=3)[CH:7]=1.[C:33]1([N:39]=[C:40]=[O:41])[CH:38]=[CH:37][CH:36]=[CH:35][CH:34]=1. (3) The reactants are: FC(F)(F)C(O)=O.[NH2:8][C:9]1[C:14]([C:15]([C:17]2[CH:22]=[CH:21][CH:20]=[CH:19][C:18]=2[O:23][CH3:24])=[O:16])=[CH:13][N:12]=[C:11]([NH:25][CH:26]2[CH2:31][CH2:30][CH2:29][NH:28][CH2:27]2)[N:10]=1.C(N(CC)CC)C.Cl[C:40]([O:42][CH3:43])=[O:41]. Given the product [CH3:43][O:42][C:40]([N:28]1[CH2:29][CH2:30][CH2:31][CH:26]([NH:25][C:11]2[N:10]=[C:9]([NH2:8])[C:14]([C:15](=[O:16])[C:17]3[CH:22]=[CH:21][CH:20]=[CH:19][C:18]=3[O:23][CH3:24])=[CH:13][N:12]=2)[CH2:27]1)=[O:41], predict the reactants needed to synthesize it. (4) Given the product [Br:12][C:10]1[CH:9]=[CH:8][C:3]([C:4]([O:6][CH3:7])=[O:5])=[C:2]([N:1]2[CH2:21][CH2:22][CH2:23][S:24]2(=[O:26])=[O:25])[CH:11]=1, predict the reactants needed to synthesize it. The reactants are: [NH2:1][C:2]1[CH:11]=[C:10]([Br:12])[CH:9]=[CH:8][C:3]=1[C:4]([O:6][CH3:7])=[O:5].C(N(CC)CC)C.Cl[CH2:21][CH2:22][CH2:23][S:24](Cl)(=[O:26])=[O:25].O. (5) Given the product [Cl:1][C:2]1[CH:7]=[C:6]([C:13]2[CH:14]=[CH:15][CH:16]=[CH:17][C:12]=2[O:11][CH3:10])[N:5]=[C:4]([NH2:9])[N:3]=1, predict the reactants needed to synthesize it. The reactants are: [Cl:1][C:2]1[CH:7]=[C:6](Cl)[N:5]=[C:4]([NH2:9])[N:3]=1.[CH3:10][O:11][C:12]1[CH:17]=[CH:16][CH:15]=[CH:14][C:13]=1B(O)O.C(COC)OC.C([O-])(O)=O.[Na+]. (6) Given the product [F:11][P-:12]([F:17])([F:16])([F:15])([F:14])[F:13].[CH3:2][O:3][CH2:4][N+:5]1([CH3:10])[CH2:9][CH2:8][CH2:7][CH2:6]1, predict the reactants needed to synthesize it. The reactants are: [Cl-].[CH3:2][O:3][CH2:4][N+:5]1([CH3:10])[CH2:9][CH2:8][CH2:7][CH2:6]1.[F:11][P-:12]([F:17])([F:16])([F:15])([F:14])[F:13].[Na+].ClCCl.